This data is from Catalyst prediction with 721,799 reactions and 888 catalyst types from USPTO. The task is: Predict which catalyst facilitates the given reaction. (1) Reactant: [F:1][C:2]1[CH:7]=[CH:6][C:5]([OH:8])=[CH:4][C:3]=1[N+:9]([O-:11])=[O:10].[F:12][C:13]1[CH:18]=[CH:17][CH:16]=[C:15]([O:19][CH3:20])[C:14]=1[CH:21](O)[CH3:22].C1(P(C2C=CC=CC=2)C2C=CC=CC=2)C=CC=CC=1.N(C(OC(C)C)=O)=NC(OC(C)C)=O. Product: [F:1][C:2]1[CH:7]=[CH:6][C:5]([O:8][CH:21]([C:14]2[C:15]([O:19][CH3:20])=[CH:16][CH:17]=[CH:18][C:13]=2[F:12])[CH3:22])=[CH:4][C:3]=1[N+:9]([O-:11])=[O:10]. The catalyst class is: 7. (2) Reactant: [NH2:1][C:2]1[CH:7]=[C:6]([Br:8])[CH:5]=[CH:4][C:3]=1[C:9]([C:11]1[CH:16]=[CH:15][CH:14]=[CH:13][CH:12]=1)=O.[N:17]([O-])=O.[Na+].[Sn](Cl)Cl. Product: [Br:8][C:6]1[CH:7]=[C:2]2[C:3]([C:9]([C:11]3[CH:16]=[CH:15][CH:14]=[CH:13][CH:12]=3)=[N:17][NH:1]2)=[CH:4][CH:5]=1. The catalyst class is: 33. (3) The catalyst class is: 1. Reactant: [NH2:1][C:2]1[CH:7]=[C:6]([CH3:8])[CH:5]=[C:4]([CH3:9])[N:3]=1.CC(C)([O-])C.[K+].[Br:16][C:17]1[CH:18]=[C:19](F)[C:20]([C:23]#[N:24])=[N:21][CH:22]=1.Cl. Product: [Br:16][C:17]1[CH:18]=[C:19]([NH:1][C:2]2[CH:7]=[C:6]([CH3:8])[CH:5]=[C:4]([CH3:9])[N:3]=2)[C:20]([C:23]#[N:24])=[N:21][CH:22]=1. (4) Reactant: C[O:2][C:3](=[O:21])[C:4]1[CH:9]=[C:8]([N:10]2[CH2:14][CH2:13][CH2:12][CH2:11]2)[CH:7]=[C:6]([N:15]2[CH2:19][CH2:18][CH2:17][C:16]2=[O:20])[CH:5]=1.[OH-].[Na+]. Product: [O:20]=[C:16]1[CH2:17][CH2:18][CH2:19][N:15]1[C:6]1[CH:5]=[C:4]([CH:9]=[C:8]([N:10]2[CH2:11][CH2:12][CH2:13][CH2:14]2)[CH:7]=1)[C:3]([OH:21])=[O:2]. The catalyst class is: 1.